The task is: Binary Classification. Given a drug SMILES string, predict its activity (active/inactive) in a high-throughput screening assay against a specified biological target.. This data is from Orexin1 receptor HTS with 218,158 compounds and 233 confirmed actives. (1) The drug is Clc1nc(nc(Oc2cc(OC)ccc2)c1)N. The result is 0 (inactive). (2) The compound is o1c(C(C)(C)C)cc(c1C(=O)N(CC(=O)NC1CCCC1)c1c(cccc1)C)C. The result is 1 (active).